Dataset: Reaction yield outcomes from USPTO patents with 853,638 reactions. Task: Predict the reaction yield, written as a fraction of the theoretical maximum amount of product (1.0 means a 100% yield; for example, 0.34 means a 34% yield). The reactants are [NH:1]1[C:5]2=[CH:6][N:7]=[CH:8][CH:9]=[C:4]2[CH:3]=[CH:2]1.O=[C:11]1[CH2:16][CH2:15][CH:14]([NH:17][C:18](=[O:24])[O:19][C:20]([CH3:23])([CH3:22])[CH3:21])[CH2:13][CH2:12]1.[OH-].[K+]. The catalyst is CO. The product is [NH:1]1[C:5]2=[CH:6][N:7]=[CH:8][CH:9]=[C:4]2[C:3]([C:11]2[CH2:16][CH2:15][CH:14]([NH:17][C:18](=[O:24])[O:19][C:20]([CH3:22])([CH3:21])[CH3:23])[CH2:13][CH:12]=2)=[CH:2]1. The yield is 0.780.